This data is from Peptide-MHC class I binding affinity with 185,985 pairs from IEDB/IMGT. The task is: Regression. Given a peptide amino acid sequence and an MHC pseudo amino acid sequence, predict their binding affinity value. This is MHC class I binding data. The peptide sequence is AEAIFKLTYQ. The MHC is HLA-B44:02 with pseudo-sequence HLA-B44:02. The binding affinity (normalized) is 0.510.